This data is from Forward reaction prediction with 1.9M reactions from USPTO patents (1976-2016). The task is: Predict the product of the given reaction. (1) Given the reactants Cl.Cl.[NH2:3][C:4]1[C:8]2[CH2:9][NH:10][CH2:11][CH2:12][C:7]=2[N:6]([C:13]2[CH:18]=[CH:17][C:16]([O:19][C:20]3[CH:25]=[CH:24][CH:23]=[CH:22][CH:21]=3)=[CH:15][CH:14]=2)[C:5]=1[C:26]#[N:27].C([O-])(O)=[O:29].[Na+], predict the reaction product. The product is: [NH2:3][C:4]1[C:8]2[CH2:9][NH:10][CH2:11][CH2:12][C:7]=2[N:6]([C:13]2[CH:14]=[CH:15][C:16]([O:19][C:20]3[CH:25]=[CH:24][CH:23]=[CH:22][CH:21]=3)=[CH:17][CH:18]=2)[C:5]=1[C:26]([NH2:27])=[O:29]. (2) Given the reactants [I:1]I.[OH:3][C:4]1[CH:12]=[CH:11][C:7]([C:8]([OH:10])=[O:9])=[CH:6][CH:5]=1, predict the reaction product. The product is: [I:1][C:5]1[CH:6]=[C:7]([CH:11]=[CH:12][C:4]=1[OH:3])[C:8]([OH:10])=[O:9]. (3) The product is: [ClH:6].[F:26][C:27]([F:38])([F:37])[C:28]([NH:12][CH2:11][C:10]1[CH:13]=[CH:14][C:15]([F:16])=[C:8]([C:20]2[CH:21]=[CH:22][N:17]=[CH:18][CH:19]=2)[CH:9]=1)=[O:29]. Given the reactants C([O-])(O)=O.[Na+].[ClH:6].Br[C:8]1[CH:9]=[C:10]([CH:13]=[CH:14][C:15]=1[F:16])[CH2:11][NH2:12].[N:17]1[CH:22]=[CH:21][C:20](B(O)O)=[CH:19][CH:18]=1.[F:26][C:27]([F:38])([F:37])[C:28](O[C:28](=[O:29])[C:27]([F:38])([F:37])[F:26])=[O:29], predict the reaction product. (4) The product is: [CH3:16][C@H:17]1[CH2:18][N:19]([C:23]2[C:32]3[C:27](=[CH:28][CH:29]=[CH:30][CH:31]=3)[C:26]([CH3:33])=[CH:25][CH:24]=2)[CH2:20][CH2:21][N:22]1[CH2:2][CH2:3][CH2:4][CH2:5][N:6]1[C:10](=[O:11])[CH:9]2[CH2:12][CH2:13][CH2:14][N:8]2[C:7]1=[O:15]. Given the reactants Br[CH2:2][CH2:3][CH2:4][CH2:5][N:6]1[C:10](=[O:11])[CH:9]2[CH2:12][CH2:13][CH2:14][N:8]2[C:7]1=[O:15].[CH3:16][C@@H:17]1[NH:22][CH2:21][CH2:20][N:19]([C:23]2[C:32]3[C:27](=[CH:28][CH:29]=[CH:30][CH:31]=3)[C:26]([CH3:33])=[CH:25][CH:24]=2)[CH2:18]1, predict the reaction product.